From a dataset of Reaction yield outcomes from USPTO patents with 853,638 reactions. Predict the reaction yield, written as a fraction of the theoretical maximum amount of product (1.0 means a 100% yield; for example, 0.34 means a 34% yield). (1) The reactants are [C:1]([C:3]1[CH:4]=[C:5]([CH:9]=[CH:10][C:11]=1[O:12][CH:13]([CH3:15])[CH3:14])[C:6]([OH:8])=O)#[N:2].C(Cl)(=O)C(Cl)=O.[CH2:22]([CH2:24][NH2:25])[OH:23]. The catalyst is C(Cl)Cl.CN(C=O)C. The product is [C:1]([C:3]1[CH:4]=[C:5]([CH:9]=[CH:10][C:11]=1[O:12][CH:13]([CH3:15])[CH3:14])[C:6]([NH:25][CH2:24][CH2:22][OH:23])=[O:8])#[N:2]. The yield is 0.830. (2) The reactants are [C:1]([OH:12])(=O)[C:2]1[CH:10]=[CH:9][CH:8]=[C:4]([C:5]([OH:7])=[O:6])[CH:3]=1.C(N1C=CN=C1)([N:15]1C=CN=C1)=O.C([N-]C(C)C)(C)C. The catalyst is C1COCC1.CN(C=O)C. The product is [C:1]([NH2:15])(=[O:12])[C:2]1[CH:10]=[CH:9][CH:8]=[C:4]([C:5]([OH:7])=[O:6])[CH:3]=1. The yield is 0.800. (3) The catalyst is C1COCC1.CCN(C(C)C)C(C)C.CN(C=O)C. The yield is 0.490. The product is [C:33]([NH:8][C:6]1[N:5]=[C:4]([NH:9][C:13]2[C:14]3[N:15]([C:20]([C:23]([NH:25][C:26]4[CH:31]=[CH:30][N:29]=[CH:28][C:27]=4[F:32])=[O:24])=[CH:21][N:22]=3)[N:16]=[C:17]([Cl:19])[CH:18]=2)[CH:3]=[C:2]([Cl:1])[CH:7]=1)(=[O:35])[CH3:34]. The reactants are [Cl:1][C:2]1[CH:7]=[C:6]([NH2:8])[N:5]=[C:4]([NH2:9])[CH:3]=1.[H-].[Na+].Br[C:13]1[C:14]2[N:15]([C:20]([C:23]([NH:25][C:26]3[CH:31]=[CH:30][N:29]=[CH:28][C:27]=3[F:32])=[O:24])=[CH:21][N:22]=2)[N:16]=[C:17]([Cl:19])[CH:18]=1.[C:33](Cl)(=[O:35])[CH3:34].[NH4+].[Cl-]. (4) The reactants are [O:1]1[C:5]2[CH:6]=[CH:7][C:8]([C:10]([OH:12])=[O:11])=[CH:9][C:4]=2[CH2:3][CH2:2]1.S(=O)(=O)(O)O.[C:18](=O)(O)[O-].[Na+]. The catalyst is CO. The product is [O:1]1[C:5]2[CH:6]=[CH:7][C:8]([C:10]([O:12][CH3:18])=[O:11])=[CH:9][C:4]=2[CH2:3][CH2:2]1. The yield is 0.980. (5) The reactants are [C:1]([OH:6])(=[O:5])[CH:2]([CH3:4])[OH:3].[C:7]([O-])(=O)C(C)O.[NH4+].C(O)(=O)C=C.P([O-])([O-])([O-])=O.[Al+3].C(=O)C.C(O)(=O)CC.C(=O)=O.C(OC)(=O)C(C)O. No catalyst specified. The product is [C:1]([OH:6])(=[O:5])[CH:2]=[CH2:4].[C:1]([O:6][CH3:7])(=[O:5])[CH:2]=[CH2:4].[CH:2](=[O:3])[CH3:1]. The yield is 0.680. (6) The catalyst is Cl[Pd-2](Cl)(P(C1C=CC=CC=1)(C1C=CC=CC=1)C1C=CC=CC=1)P(C1C=CC=CC=1)(C1C=CC=CC=1)C1C=CC=CC=1.C(OCC)(=O)C. The yield is 0.340. The reactants are [Br:1][C:2]1[N:3]=[C:4]2[C:10](I)=[CH:9][N:8]([S:12]([C:15]3[CH:20]=[CH:19][C:18]([CH3:21])=[CH:17][CH:16]=3)(=[O:14])=[O:13])[C:5]2=[N:6][CH:7]=1.[CH3:22][O:23][C:24]1[CH:29]=[CH:28][CH:27]=[CH:26][C:25]=1B(O)O.C(#N)C.C(=O)(O)[O-].[Na+]. The product is [Br:1][C:2]1[N:3]=[C:4]2[C:10]([C:25]3[CH:26]=[CH:27][CH:28]=[CH:29][C:24]=3[O:23][CH3:22])=[CH:9][N:8]([S:12]([C:15]3[CH:20]=[CH:19][C:18]([CH3:21])=[CH:17][CH:16]=3)(=[O:14])=[O:13])[C:5]2=[N:6][CH:7]=1. (7) The reactants are [Cl:1][C:2]1[CH:3]=[C:4]([CH:31]=[CH:32][CH:33]=1)[CH2:5][CH2:6][NH:7][C:8]1[N:13]=[C:12]([NH:14][C@@H:15]2[CH2:18][C@H:17]([NH:19]C(=O)OC(C)(C)C)[C:16]2([CH3:28])[CH3:27])[C:11]([C:29]#[N:30])=[CH:10][N:9]=1.C(O)(C(F)(F)F)=O. The catalyst is C(Cl)Cl. The product is [NH2:19][C@@H:17]1[CH2:18][C@H:15]([NH:14][C:12]2[C:11]([C:29]#[N:30])=[CH:10][N:9]=[C:8]([NH:7][CH2:6][CH2:5][C:4]3[CH:31]=[CH:32][CH:33]=[C:2]([Cl:1])[CH:3]=3)[N:13]=2)[C:16]1([CH3:28])[CH3:27]. The yield is 0.730. (8) The reactants are [CH3:1][O:2][CH2:3][C:4]1[N:5]=[C:6]([NH2:9])[S:7][CH:8]=1.N1C=CC=CC=1.[C:16](O[C:16]([O:18][C:19]([CH3:22])([CH3:21])[CH3:20])=[O:17])([O:18][C:19]([CH3:22])([CH3:21])[CH3:20])=[O:17]. The catalyst is C(#N)C. The product is [CH3:1][O:2][CH2:3][C:4]1[N:5]=[C:6]([NH:9][C:16](=[O:17])[O:18][C:19]([CH3:22])([CH3:21])[CH3:20])[S:7][CH:8]=1. The yield is 0.320.